Dataset: Reaction yield outcomes from USPTO patents with 853,638 reactions. Task: Predict the reaction yield, written as a fraction of the theoretical maximum amount of product (1.0 means a 100% yield; for example, 0.34 means a 34% yield). (1) The reactants are [CH3:1][CH:2]([CH3:5])[C:3]#[CH:4].[Li]CCCC.[I:11][C:12]1[CH:17]=[CH:16][CH:15]=[CH:14][C:13]=1[N:18]=[C:19]=[O:20]. The catalyst is C1COCC1.[Cl-].[Na+].O. The product is [I:11][C:12]1[CH:17]=[CH:16][CH:15]=[CH:14][C:13]=1[NH:18][C:19](=[O:20])[C:4]#[C:3][CH:2]([CH3:5])[CH3:1]. The yield is 0.900. (2) The reactants are Br[C:2]1[C:10]2[C:9]([NH:11][C@H:12]([C:14]3[N:19]([C:20]4[CH:25]=[CH:24][CH:23]=[CH:22][CH:21]=4)[C:18](=[O:26])[C:17]4=[C:27]([CH3:30])[CH:28]=[CH:29][N:16]4[N:15]=3)[CH3:13])=[N:8][CH:7]=[N:6][C:5]=2[N:4]([CH2:31][O:32][CH2:33][CH2:34][Si:35]([CH3:38])([CH3:37])[CH3:36])[CH:3]=1.CC1(C)C(C)(C)OB([C:47]2[CH:55]=[C:54]([NH2:56])[CH:53]=[C:52]3[C:48]=2[CH:49]=[CH:50][NH:51]3)O1.C(=O)([O-])[O-].[Na+].[Na+]. The catalyst is COCCOC.O. The product is [NH2:56][C:54]1[CH:53]=[C:52]2[C:48]([CH:49]=[CH:50][NH:51]2)=[C:47]([C:2]2[C:10]3[C:9]([NH:11][C@H:12]([C:14]4[N:19]([C:20]5[CH:25]=[CH:24][CH:23]=[CH:22][CH:21]=5)[C:18](=[O:26])[C:17]5=[C:27]([CH3:30])[CH:28]=[CH:29][N:16]5[N:15]=4)[CH3:13])=[N:8][CH:7]=[N:6][C:5]=3[N:4]([CH2:31][O:32][CH2:33][CH2:34][Si:35]([CH3:38])([CH3:37])[CH3:36])[CH:3]=2)[CH:55]=1. The yield is 0.560. (3) The reactants are [CH2:1]([O:19][CH2:20][CH2:21][NH:22][C:23]1[NH:24][C:25](=[O:40])[C:26]2[N:27]=[CH:28][N:29]([CH2:32][CH2:33][O:34][CH2:35][P:36]([OH:39])([OH:38])=[O:37])[C:30]=2[N:31]=1)[CH2:2][CH2:3][CH2:4][CH2:5][CH2:6][CH2:7][CH2:8][CH2:9][CH2:10][CH2:11][CH2:12][CH2:13][CH2:14][CH2:15][CH2:16][CH2:17][CH3:18].[C:41](Cl)(=[O:45])[C:42](Cl)=[O:43].[C:47](=C(C(CO)O)O)([CH3:49])[CH3:48].[C:56](=O)(O)[O-].[Na+]. The catalyst is C1(C)C=CC=CC=1.CN(C=O)C. The product is [C:47](=[C:28]1[N:27]=[C:26]2[C:30](=[N:31][CH:23]([N:22]([CH2:56][CH:42]([CH2:41][OH:45])[OH:43])[CH2:21][CH2:20][O:19][CH2:1][CH2:2][CH2:3][CH2:4][CH2:5][CH2:6][CH2:7][CH2:8][CH2:9][CH2:10][CH2:11][CH2:12][CH2:13][CH2:14][CH2:15][CH2:16][CH2:17][CH3:18])[NH:24][C:25]2=[O:40])[N:29]1[CH2:32][CH2:33][O:34][CH2:35][P:36]([OH:38])([OH:39])=[O:37])([CH3:49])[CH3:48]. The yield is 0.230. (4) The reactants are [CH:1]1([Mg]Cl)[CH2:6][CH2:5][CH2:4][CH2:3][CH2:2]1.[Cl-].[Li+].[CH2:11](Br)[CH2:12][C@H:13]([CH2:15][CH2:16][CH:17]=[C:18]([CH3:20])[CH3:19])[CH3:14]. The catalyst is C(OCC)C.C1COCC1.[Cu](Cl)Cl. The product is [CH3:14][C@@H:13]([CH2:15][CH2:16][CH:17]=[C:18]([CH3:20])[CH3:19])[CH2:12][CH2:11][CH:1]1[CH2:6][CH2:5][CH2:4][CH2:3][CH2:2]1. The yield is 0.760. (5) The reactants are [NH2:1][C:2]1[C:17]2[CH2:16][CH:15]=[CH:14][CH2:13][CH2:12][C:11]3[CH:18]=[C:19]([CH3:24])[N:20]=[C:21]([O:22][CH3:23])[C:10]=3[CH2:9][NH:8][C:7](=[O:25])[C:6]=2[CH:5]=[CH:4][CH:3]=1.[CH3:26][N:27]([CH3:35])[N:28]1[CH2:33][CH2:32][C:31](=O)[CH2:30][CH2:29]1.[CH3:36][C:37](O)=O.[BH-](OC(C)=O)(OC(C)=O)OC(C)=O.[Na+].C(=O)C.C([O-])(O)=O.[Na+]. The catalyst is ClCCCl.C(Cl)Cl. The product is [CH3:26][N:27]([CH3:35])[N:28]1[CH2:33][CH2:32][CH:31]([N:1]([CH2:36][CH3:37])[C:2]2[C:17]3[CH2:16][CH:15]=[CH:14][CH2:13][CH2:12][C:11]4[CH:18]=[C:19]([CH3:24])[N:20]=[C:21]([O:22][CH3:23])[C:10]=4[CH2:9][NH:8][C:7](=[O:25])[C:6]=3[CH:5]=[CH:4][CH:3]=2)[CH2:30][CH2:29]1. The yield is 0.790. (6) The reactants are CN(C)[CH:3]=[CH:4][C:5]([C:7]1[C:12](=[O:13])[CH:11]=[CH:10][N:9]([C:14]2[CH:19]=[CH:18][C:17]([N:20]3[CH2:25][CH2:24][O:23][CH2:22][CH2:21]3)=[CH:16][CH:15]=2)[N:8]=1)=O.[CH3:27][CH:28]([CH3:32])[CH2:29][NH:30][NH2:31]. The catalyst is CO. The product is [CH3:27][CH:28]([CH3:32])[CH2:29][N:30]1[C:5]([C:7]2[C:12](=[O:13])[CH:11]=[CH:10][N:9]([C:14]3[CH:15]=[CH:16][C:17]([N:20]4[CH2:25][CH2:24][O:23][CH2:22][CH2:21]4)=[CH:18][CH:19]=3)[N:8]=2)=[CH:4][CH:3]=[N:31]1. The yield is 0.150. (7) The reactants are Br[C:2]1[CH:7]=[CH:6][CH:5]=[C:4]([CH2:8][F:9])[N:3]=1.[CH2:10]([O:17][C:18]1[C:19]2[N:20]([CH:24]=[C:25]([CH2:27][CH2:28][C:29]#[CH:30])[N:26]=2)[CH:21]=[CH:22][CH:23]=1)[C:11]1[CH:16]=[CH:15][CH:14]=[CH:13][CH:12]=1. No catalyst specified. The product is [CH2:10]([O:17][C:18]1[C:19]2[N:20]([CH:24]=[C:25]([CH2:27][CH2:28][C:29]#[C:30][C:2]3[CH:7]=[CH:6][CH:5]=[C:4]([CH2:8][F:9])[N:3]=3)[N:26]=2)[CH:21]=[CH:22][CH:23]=1)[C:11]1[CH:12]=[CH:13][CH:14]=[CH:15][CH:16]=1. The yield is 0.0600.